Regression/Classification. Given an antibody's heavy chain and light chain sequences, predict its developability. TAP uses regression for 5 developability metrics; SAbDab uses binary classification. From a dataset of Antibody developability classification from SAbDab with 2,409 antibodies. (1) The antibody is ['2atk', 'DILLTQSPAILSVSPGERVSFSCRASQSIGTDIHWYQQRTNGSPRLLIKYASESISGIPSRFSGSGSGTDFTLSINSVESEDIANYYCQQSNRWPFTFGSGTKLEIK']. Result: 0 (not developable). (2) The antibody is ['EVQLQQSGPELVKPGASVKISCKASGYTFTDYYMNWVKQSHGKSLEWIGGINPNNGGTSYNQKFKGKATLTVDKSSSTAYMELRSLTSEDSAVYYCARNDGYRGYAMDYWGQGTSVTVSS', 'DIVMSQSPSSLAVSVGEKVTMSCKSSQSLLYSSNQKNYLAWYQQKPGQSPKLLIYWASTRESGVPDRFTGSGSGTDFTLTISSVKAEDLAVYYCQQYYSYPTFGAGTKLELK']. Result: 1 (developable). (3) The antibody is ['QVQLVQSGAEVKKPGESVKVSCKASGYTFTTYYLHWVRQAPGQGLEWMGWIYPGNVHAQYNEKFKGRVTITADKSTSTAYMELSSLRSEDTAVYYCARSWEGFPYWGQGTTVTVSS', 'DIQMTQSPSSLSASVGDRVTITCKASQNVGINVAWYQQKPGKAPKLLISSASYRYSGVPSRFSGSGSGTDFTLTISSLQPEDFATYFCQQYDTYPFTFGQGTKVEIK']. Result: 1 (developable). (4) The antibody is ['AEQLVESGGGLVPPGRSLRLSCSASGFYFPDYAMAWVRQAPGQGLQWVGFMRGWAYGGSAQFAAFAVGKFAISRDDGRNVVYLDVKNPTFEDTGVYFCAREQRNKDYRYGQEGFGYSYGMDVWGRGTTVVVST', 'DIHMTQSPVSLSASVGDRVTITCRASHFIANYVNWYQQKPGKAPTLLIFESSTLQRGVPSRFSAYGDGTEFTLSINTLQPEDFASYICQQSHSPPVTFGAGTRVDQK']. Result: 0 (not developable). (5) The antibody is ['VKLQESGAVVQPGGSLRLSCAASGFTGSDYDMSWIRQAPGKGLEWVSGILGGSERSYYRDSVKGRSTISRDNSRKTLYLEMNSLRAEDTAVYYCARHSWGAYVQYGMDGWGQGTTVTVSS', 'DIQMTQSPASLAVSPGQRATITCRASESVSNYGINFINWFQQKPGQPPKLLIYTASNKGTGVPARFSGSGSGTDFTLTINPVEAEDTANYFCQQTKEVPYGTFGGTKLEIK']. Result: 0 (not developable).